Task: Predict the product of the given reaction.. Dataset: Forward reaction prediction with 1.9M reactions from USPTO patents (1976-2016) (1) Given the reactants C(NC1C=CC(C2C=C3C(CN([C@@H](C(C)C)C(O)=O)C3=O)=CC=2)=CC=1)(=O)C1C=CC=CC=1.[O:33]=[C:34]1[C:42]2[C:37](=[CH:38][CH:39]=[C:40]([C:43]3[CH:48]=[CH:47][C:46]([NH:49][C:50](=[O:62])[C:51]4[CH:56]=[CH:55][C:54]([O:57][C:58]([F:61])([F:60])[F:59])=[CH:53][CH:52]=4)=[CH:45][CH:44]=3)[CH:41]=2)[CH2:36][N:35]1[C:63]1([C:68]([O:70]C)=[O:69])[CH2:67][CH2:66][CH2:65][CH2:64]1, predict the reaction product. The product is: [O:33]=[C:34]1[C:42]2[C:37](=[CH:38][CH:39]=[C:40]([C:43]3[CH:48]=[CH:47][C:46]([NH:49][C:50](=[O:62])[C:51]4[CH:52]=[CH:53][C:54]([O:57][C:58]([F:60])([F:59])[F:61])=[CH:55][CH:56]=4)=[CH:45][CH:44]=3)[CH:41]=2)[CH2:36][N:35]1[C:63]1([C:68]([OH:70])=[O:69])[CH2:67][CH2:66][CH2:65][CH2:64]1. (2) Given the reactants [C:1]([C:3]1[CH:4]=[C:5]([O:9][CH:10]2[CH2:15][CH2:14][N:13](C(OC(C)(C)C)=O)[CH2:12][CH2:11]2)[CH:6]=[CH:7][CH:8]=1)#[N:2].[ClH:23], predict the reaction product. The product is: [ClH:23].[C:1]([C:3]1[CH:4]=[C:5]([O:9][CH:10]2[CH2:15][CH2:14][NH:13][CH2:12][CH2:11]2)[CH:6]=[CH:7][CH:8]=1)#[N:2]. (3) Given the reactants C([O:5][C:6](=[O:31])[C:7]1[CH:12]=[CH:11][CH:10]=[C:9]([N:13]([CH2:23][C:24]2[CH:29]=[CH:28][C:27]([Cl:30])=[CH:26][CH:25]=2)[S:14]([C:17]2[CH:21]=[CH:20][N:19]([CH3:22])[N:18]=2)(=[O:16])=[O:15])[CH:8]=1)(C)(C)C, predict the reaction product. The product is: [Cl:30][C:27]1[CH:26]=[CH:25][C:24]([CH2:23][N:13]([S:14]([C:17]2[CH:21]=[CH:20][N:19]([CH3:22])[N:18]=2)(=[O:15])=[O:16])[C:9]2[CH:8]=[C:7]([CH:12]=[CH:11][CH:10]=2)[C:6]([OH:31])=[O:5])=[CH:29][CH:28]=1. (4) Given the reactants C(OC([NH:8][CH2:9][C:10]([NH:12][C@H:13]([C:23]([O:25][CH2:26][CH3:27])=[O:24])[CH2:14][C:15]1[CH:20]=[CH:19][CH:18]=[C:17]([O:21][CH3:22])[CH:16]=1)=[O:11])=O)(C)(C)C.[F:28][C:29]([F:34])([F:33])[C:30]([OH:32])=[O:31], predict the reaction product. The product is: [F:28][C:29]([F:34])([F:33])[C:30]([OH:32])=[O:31].[NH2:8][CH2:9][C:10]([NH:12][C@H:13]([C:23]([O:25][CH2:26][CH3:27])=[O:24])[CH2:14][C:15]1[CH:20]=[CH:19][CH:18]=[C:17]([O:21][CH3:22])[CH:16]=1)=[O:11]. (5) Given the reactants [F:1][C:2]1[CH:7]=[CH:6][C:5]([C:8]2[C:19](=[O:20])[N:18]([CH3:21])[C:11]3[N:12]=[C:13](SC)[N:14]=[CH:15][C:10]=3[CH:9]=2)=[CH:4][C:3]=1[NH:22][C:23]([NH:25][C:26]1[CH:31]=[CH:30][CH:29]=[C:28]([C:32]([F:35])([F:34])[F:33])[CH:27]=1)=[O:24].[CH3:36][NH2:37].C1COCC1, predict the reaction product. The product is: [F:1][C:2]1[CH:7]=[CH:6][C:5]([C:8]2[C:19](=[O:20])[N:18]([CH3:21])[C:11]3[N:12]=[C:13]([NH:37][CH3:36])[N:14]=[CH:15][C:10]=3[CH:9]=2)=[CH:4][C:3]=1[NH:22][C:23]([NH:25][C:26]1[CH:31]=[CH:30][CH:29]=[C:28]([C:32]([F:35])([F:34])[F:33])[CH:27]=1)=[O:24]. (6) Given the reactants [CH2:1]([O:8][C:9]1[CH:10]=[CH:11][C:12]([S:18]([NH:21][C:22]([C:24]2[C:25]([O:42][C:43]3[C:48]([CH3:49])=[CH:47][CH:46]=[CH:45][C:44]=3[CH3:50])=[N:26][C:27]([C:30]3[CH:35]=[C:34]([O:36][CH2:37][CH:38]([CH3:40])[CH3:39])[CH:33]=[C:32]([F:41])[CH:31]=3)=[CH:28][CH:29]=2)=[O:23])(=[O:20])=[O:19])=[N:13][C:14]=1[N+:15]([O-])=O)[C:2]1[CH:7]=[CH:6][CH:5]=[CH:4][CH:3]=1.Cl, predict the reaction product. The product is: [NH2:15][C:14]1[N:13]=[C:12]([S:18]([NH:21][C:22]([C:24]2[C:25]([O:42][C:43]3[C:48]([CH3:49])=[CH:47][CH:46]=[CH:45][C:44]=3[CH3:50])=[N:26][C:27]([C:30]3[CH:35]=[C:34]([O:36][CH2:37][CH:38]([CH3:40])[CH3:39])[CH:33]=[C:32]([F:41])[CH:31]=3)=[CH:28][CH:29]=2)=[O:23])(=[O:20])=[O:19])[CH:11]=[CH:10][C:9]=1[O:8][CH2:1][C:2]1[CH:3]=[CH:4][CH:5]=[CH:6][CH:7]=1. (7) The product is: [CH2:9](/[C:3](/[C:2](=[O:1])[CH3:8])=[C:4](/[CH2:17][CH3:19])\[C:5]([NH2:24])=[O:7])[CH3:10]. Given the reactants [O:1]=[C:2]([CH3:8])/[CH:3]=[CH:4]/[C:5]([OH:7])=O.[CH3:9][CH2:10]N(CC)CC.C(OC(Cl)=O)[CH:17]([CH3:19])C.[NH:24](CC)CC.Cl, predict the reaction product. (8) Given the reactants [Cl:1][C:2]1[CH:11]=[C:10]2[C:5]([C:6]([N:12]3[CH2:17][CH2:16][NH:15][CH:14]([CH2:18][CH2:19][OH:20])[CH2:13]3)=[N:7][CH:8]=[N:9]2)=[CH:4][C:3]=1[C:21]1[CH:26]=[CH:25][C:24]([Cl:27])=[CH:23][CH:22]=1.[C:28](O)(=[O:31])[CH:29]=[CH2:30].F[P-](F)(F)(F)(F)F.N1(O[P+](N(C)C)(N(C)C)N(C)C)C2C=CC=CC=2N=N1.CCN(C(C)C)C(C)C, predict the reaction product. The product is: [Cl:1][C:2]1[CH:11]=[C:10]2[C:5]([C:6]([N:12]3[CH2:17][CH2:16][N:15]([C:28](=[O:31])[CH:29]=[CH2:30])[CH:14]([CH2:18][CH2:19][OH:20])[CH2:13]3)=[N:7][CH:8]=[N:9]2)=[CH:4][C:3]=1[C:21]1[CH:26]=[CH:25][C:24]([Cl:27])=[CH:23][CH:22]=1.